This data is from Full USPTO retrosynthesis dataset with 1.9M reactions from patents (1976-2016). The task is: Predict the reactants needed to synthesize the given product. (1) The reactants are: [N+:1]([C:4]1[CH:5]=[C:6]([OH:12])[C:7]([O:10][CH3:11])=[CH:8][CH:9]=1)([O-:3])=[O:2].[K].BrC[C:16]([CH:18]1[CH2:20][CH2:19]1)=[O:17].[CH3:21]N(C=O)C. Given the product [CH:18]1([C:16](=[O:17])[CH2:11][O:10][C:7]2[CH:8]=[CH:9][C:4]([N+:1]([O-:3])=[O:2])=[CH:5][C:6]=2[O:12][CH3:21])[CH2:20][CH2:19]1, predict the reactants needed to synthesize it. (2) Given the product [F:1][C:2]1[CH:3]=[CH:4][C:5]([C:8]2[O:12][C:11]([CH2:13][C@H:14]([O:19][C:21]([NH:20][C@@H:23]([CH2:28][CH2:29][CH2:30][CH3:31])[C:24]([O:26][CH3:27])=[O:25])=[O:22])[C:15]([CH3:16])([CH3:18])[CH3:17])=[N:10][N:9]=2)=[CH:6][CH:7]=1, predict the reactants needed to synthesize it. The reactants are: [F:1][C:2]1[CH:7]=[CH:6][C:5]([C:8]2[O:12][C:11]([CH2:13][C@H:14]([OH:19])[C:15]([CH3:18])([CH3:17])[CH3:16])=[N:10][N:9]=2)=[CH:4][CH:3]=1.[N:20]([C@@H:23]([CH2:28][CH2:29][CH2:30][CH3:31])[C:24]([O:26][CH3:27])=[O:25])=[C:21]=[O:22]. (3) The reactants are: C([O:3][C:4](=[O:20])[C@@H:5]([O:18][CH3:19])[CH2:6][C:7]1[CH:12]=[CH:11][C:10]([O:13][CH2:14][CH2:15][CH2:16]Br)=[CH:9][CH:8]=1)C.[F:21][C:22]([F:38])([F:37])[O:23][C:24]1[CH:29]=[CH:28][C:27]([C:30]2[CH:35]=[CH:34][C:33]([OH:36])=[CH:32][CH:31]=2)=[CH:26][CH:25]=1.[OH-].[Na+]. Given the product [CH3:19][O:18][C@@H:5]([CH2:6][C:7]1[CH:8]=[CH:9][C:10]([O:13][CH2:14][CH2:15][CH2:16][O:36][C:33]2[CH:34]=[CH:35][C:30]([C:27]3[CH:28]=[CH:29][C:24]([O:23][C:22]([F:21])([F:37])[F:38])=[CH:25][CH:26]=3)=[CH:31][CH:32]=2)=[CH:11][CH:12]=1)[C:4]([OH:3])=[O:20], predict the reactants needed to synthesize it. (4) Given the product [NH2:14][C:9]1[N:10]=[C:11]([CH3:13])[N:12]=[C:7]([N:6]2[C:5]3[CH:15]=[CH:16][CH:17]=[CH:18][C:4]=3[N:3]=[C:2]2[NH:19][C:20]2[NH:24][N:23]=[CH:22][CH:21]=2)[N:8]=1, predict the reactants needed to synthesize it. The reactants are: Cl[C:2]1[N:6]([C:7]2[N:12]=[C:11]([CH3:13])[N:10]=[C:9]([NH2:14])[N:8]=2)[C:5]2[CH:15]=[CH:16][CH:17]=[CH:18][C:4]=2[N:3]=1.[NH2:19][C:20]1[NH:24][N:23]=[CH:22][CH:21]=1. (5) The reactants are: [OH:1][C:2]1[C:7]2[C:8]([C:13]3C=CC=C[CH:14]=3)=[CH:9][C:10](=[O:12])[O:11][C:6]=2[CH:5]=[C:4]([OH:19])[CH:3]=1.C1(C=C(O)C=C(O)C=1)O.CCOC(CC(C1C=CC=CC=1)=O)=O.OS(C(F)(F)F)(=O)=O. Given the product [OH:1][C:2]1[C:7]2[C:8]([CH2:13][CH3:14])=[CH:9][C:10](=[O:12])[O:11][C:6]=2[CH:5]=[C:4]([OH:19])[CH:3]=1, predict the reactants needed to synthesize it. (6) Given the product [C:1]([O:5][C:6](=[O:12])[NH:7][CH2:8][CH2:9][CH2:10][NH:11][C:25](=[O:26])[CH2:24][NH:23][C:21]([O:20][CH2:13][C:14]1[CH:15]=[CH:16][CH:17]=[CH:18][CH:19]=1)=[O:22])([CH3:4])([CH3:2])[CH3:3], predict the reactants needed to synthesize it. The reactants are: [C:1]([O:5][C:6](=[O:12])[NH:7][CH2:8][CH2:9][CH2:10][NH2:11])([CH3:4])([CH3:3])[CH3:2].[CH2:13]([O:20][C:21]([NH:23][CH2:24][C:25](O)=[O:26])=[O:22])[C:14]1[CH:19]=[CH:18][CH:17]=[CH:16][CH:15]=1.CN1CCOCC1.CN(C(ON1N=NC2C=CC=CC1=2)=[N+](C)C)C.[B-](F)(F)(F)F. (7) Given the product [C:1]([N:4]1[C:12]2[C:7](=[C:8]([CH3:14])[C:9]([Br:15])=[C:10]([CH3:13])[CH:11]=2)[CH2:6][CH2:5]1)(=[O:3])[CH3:2], predict the reactants needed to synthesize it. The reactants are: [C:1]([N:4]1[C:12]2[C:7](=[C:8]([CH3:14])[CH:9]=[C:10]([CH3:13])[CH:11]=2)[CH2:6][CH2:5]1)(=[O:3])[CH3:2].[Br:15]Br. (8) Given the product [Si:35]([O:34][CH2:33][CH2:32][CH2:31][N:10]([CH2:9][CH2:8][N:5]1[CH2:6][CH2:7][S:2](=[O:1])(=[O:23])[CH2:3][CH2:4]1)[S:11]([C:14]1[CH:19]=[CH:18][CH:17]=[CH:16][C:15]=1[N+:20]([O-:22])=[O:21])(=[O:12])=[O:13])([C:38]([CH3:39])([CH3:40])[CH3:41])([CH3:37])[CH3:36], predict the reactants needed to synthesize it. The reactants are: [O:1]=[S:2]1(=[O:23])[CH2:7][CH2:6][N:5]([CH2:8][CH2:9][NH:10][S:11]([C:14]2[CH:19]=[CH:18][CH:17]=[CH:16][C:15]=2[N+:20]([O-:22])=[O:21])(=[O:13])=[O:12])[CH2:4][CH2:3]1.C(=O)([O-])[O-].[Cs+].[Cs+].Br[CH2:31][CH2:32][CH2:33][O:34][Si:35]([C:38]([CH3:41])([CH3:40])[CH3:39])([CH3:37])[CH3:36].C(OCC)(=O)C. (9) Given the product [NH:12]1[CH:17]=[CH:18][CH:19]=[C:21]1[CH2:22][CH2:7][CH2:5][CH2:4][C:2](=[O:1])[CH3:3], predict the reactants needed to synthesize it. The reactants are: [O:1]=[C:2]([CH:4]=[C:5]([CH3:7])C)[CH3:3].CCCC[N+:12]([CH2:21][CH2:22]CC)([CH2:17][CH2:18][CH2:19]C)CCCC.[F-].